Predict the product of the given reaction. From a dataset of Forward reaction prediction with 1.9M reactions from USPTO patents (1976-2016). (1) The product is: [Cl:11][C:12]1[CH:13]=[CH:14][C:15]([O:16][CH2:17][CH2:18][CH2:19][C:20]2[N:24]=[C:23]3[N:25]=[C:5]([CH3:6])[CH:4]=[C:3]([C:2]([F:10])([F:9])[F:1])[N:22]3[N:21]=2)=[CH:26][CH:27]=1. Given the reactants [F:1][C:2]([F:10])([F:9])[C:3](=O)[CH2:4][C:5](=O)[CH3:6].[Cl:11][C:12]1[CH:27]=[CH:26][C:15]([O:16][CH2:17][CH2:18][CH2:19][C:20]2[N:24]=[C:23]([NH2:25])[NH:22][N:21]=2)=[CH:14][CH:13]=1, predict the reaction product. (2) The product is: [N:15]1[CH:14]=[CH:13][CH:12]=[CH:11][C:10]=1[N:9]([C:7]1[CH:8]=[CH:3][CH:4]=[CH:5][N:6]=1)[CH2:19][C:20]([O:22][C:23]([CH3:26])([CH3:25])[CH3:24])=[O:21]. Given the reactants [OH-].[K+].[CH:3]1[CH:8]=[C:7]([NH:9][C:10]2[N:15]=[CH:14][CH:13]=[CH:12][CH:11]=2)[N:6]=[CH:5][CH:4]=1.[I-].[K+].Br[CH2:19][C:20]([O:22][C:23]([CH3:26])([CH3:25])[CH3:24])=[O:21], predict the reaction product.